Task: Predict the product of the given reaction.. Dataset: Forward reaction prediction with 1.9M reactions from USPTO patents (1976-2016) (1) Given the reactants [O:1]1[C:5]2([CH2:10][CH2:9][CH:8]([CH2:11][C:12](OCC)=[O:13])[CH2:7][CH2:6]2)[O:4][CH2:3][CH2:2]1.[H-].[H-].[H-].[H-].[Li+].[Al+3], predict the reaction product. The product is: [O:1]1[C:5]2([CH2:10][CH2:9][CH:8]([CH2:11][CH2:12][OH:13])[CH2:7][CH2:6]2)[O:4][CH2:3][CH2:2]1. (2) Given the reactants [CH3:1][C:2]1[CH:7]=[CH:6][C:5]([S:8]([NH:11][CH2:12][CH:13]([C:29]2[CH:34]=[CH:33][CH:32]=[CH:31][CH:30]=2)[CH2:14][C:15]([NH:17][C:18]2[CH:28]=[CH:27][C:21]([C:22]([O:24]CC)=[O:23])=[CH:20][CH:19]=2)=[O:16])(=[O:10])=[O:9])=[CH:4][CH:3]=1.[OH-].[Na+], predict the reaction product. The product is: [CH3:1][C:2]1[CH:3]=[CH:4][C:5]([S:8]([NH:11][CH2:12][CH:13]([C:29]2[CH:34]=[CH:33][CH:32]=[CH:31][CH:30]=2)[CH2:14][C:15]([NH:17][C:18]2[CH:19]=[CH:20][C:21]([C:22]([OH:24])=[O:23])=[CH:27][CH:28]=2)=[O:16])(=[O:9])=[O:10])=[CH:6][CH:7]=1. (3) Given the reactants [O:1]=[C:2]1[C:6]2([CH2:11][CH2:10][N:9]([C:12]([O:14][C:15]([CH3:18])([CH3:17])[CH3:16])=[O:13])[CH2:8][CH2:7]2)[CH2:5][CH2:4][NH:3]1.FC(F)(F)S(O[C:25]1[CH:26]([CH3:31])[O:27][C:28](=[O:30])[CH:29]=1)(=O)=O.CC1(C)C2C(=C(P(C3C=CC=CC=3)C3C=CC=CC=3)C=CC=2)OC2C(P(C3C=CC=CC=3)C3C=CC=CC=3)=CC=CC1=2.O.C(=O)([O-])[O-].[K+].[K+], predict the reaction product. The product is: [CH3:31][CH:26]1[C:25]([N:3]2[CH2:4][CH2:5][C:6]3([CH2:11][CH2:10][N:9]([C:12]([O:14][C:15]([CH3:18])([CH3:17])[CH3:16])=[O:13])[CH2:8][CH2:7]3)[C:2]2=[O:1])=[CH:29][C:28](=[O:30])[O:27]1. (4) Given the reactants [Cl:1][C:2]1[CH:3]=[C:4]([C@@H:12]([CH2:16][CH:17]2[CH2:21][CH2:20][CH2:19][CH2:18]2)[C:13]([OH:15])=O)[CH:5]=[CH:6][C:7]=1[S:8]([CH3:11])(=[O:10])=[O:9].C(Cl)(=O)C(Cl)=O.[O:28]1[CH2:33][CH2:32][CH2:31][CH:30]=[C:29]1[C:34]1[N:35]=[CH:36][C:37]([NH2:40])=[N:38][CH:39]=1.N1C(C)=CC=CC=1C, predict the reaction product. The product is: [Cl:1][C:2]1[CH:3]=[C:4]([C@@H:12]([CH2:16][CH:17]2[CH2:21][CH2:20][CH2:19][CH2:18]2)[C:13]([NH:40][C:37]2[CH:36]=[N:35][C:34]([C:29]3[O:28][CH2:33][CH2:32][CH2:31][CH:30]=3)=[CH:39][N:38]=2)=[O:15])[CH:5]=[CH:6][C:7]=1[S:8]([CH3:11])(=[O:9])=[O:10]. (5) Given the reactants [Br:1][C:2]1[CH:9]=[C:8]([O:10][CH3:11])[C:7]([O:12][CH3:13])=[CH:6][C:3]=1[CH:4]=[O:5].[CH2:14](O)[CH2:15][OH:16].C1(C)C=CC(S(O)(=O)=O)=CC=1.C(=O)(O)[O-].[Na+], predict the reaction product. The product is: [Br:1][C:2]1[CH:9]=[C:8]([O:10][CH3:11])[C:7]([O:12][CH3:13])=[CH:6][C:3]=1[CH:4]1[O:16][CH2:15][CH2:14][O:5]1. (6) Given the reactants [Cl:1][C:2]1[CH:3]=[C:4]([NH2:20])[C:5]([NH2:19])=[CH:6][C:7]=1[O:8][C:9]1[CH:14]=[CH:13][C:12]([C:15]([F:18])([F:17])[F:16])=[CH:11][CH:10]=1.[F:21][C:22]([F:33])([F:32])[C:23]([F:31])([F:30])[C:24]([F:29])([F:28])[C:25](O)=O, predict the reaction product. The product is: [Cl:1][C:2]1[C:7]([O:8][C:9]2[CH:14]=[CH:13][C:12]([C:15]([F:18])([F:16])[F:17])=[CH:11][CH:10]=2)=[CH:6][C:5]2[NH:19][C:25]([C:24]([F:28])([F:29])[C:23]([F:30])([F:31])[C:22]([F:33])([F:32])[F:21])=[N:20][C:4]=2[CH:3]=1. (7) Given the reactants C([O:8][CH2:9][CH2:10][O:11][C:12]([C:14]1[CH:15]=[C:16]([C:33]2[CH:38]=[CH:37][C:36]([O:39]CC3C=CC=CC=3)=[CH:35][CH:34]=2)[CH:17]=[C:18]([C:20]([O:22][CH2:23][CH2:24][O:25]CC2C=CC=CC=2)=[O:21])[CH:19]=1)=[O:13])C1C=CC=CC=1.C, predict the reaction product. The product is: [OH:8][CH2:9][CH2:10][O:11][C:12]([C:14]1[CH:15]=[C:16]([C:33]2[CH:38]=[CH:37][C:36]([OH:39])=[CH:35][CH:34]=2)[CH:17]=[C:18]([C:20]([O:22][CH2:23][CH2:24][OH:25])=[O:21])[CH:19]=1)=[O:13].